From a dataset of Full USPTO retrosynthesis dataset with 1.9M reactions from patents (1976-2016). Predict the reactants needed to synthesize the given product. (1) Given the product [CH3:1][C:2]1[CH:3]=[CH:4][C:5]2[S:9][C:8]([C:10]([O:12][C:26]([CH3:29])([CH3:28])[CH3:27])=[O:11])=[CH:7][C:6]=2[CH:13]=1, predict the reactants needed to synthesize it. The reactants are: [CH3:1][C:2]1[CH:3]=[CH:4][C:5]2[S:9][C:8]([C:10]([OH:12])=[O:11])=[CH:7][C:6]=2[CH:13]=1.C(N1C=CN=C1)(N1C=CN=C1)=O.[C:26](O)([CH3:29])([CH3:28])[CH3:27].N12CCCN=C1CCCCC2. (2) Given the product [Br:1][C:2]1[CH:3]=[C:4]([O:11][CH2:12][C@@H:13]2[CH2:17][CH2:16][N:15]([C:18]([O:20][C:21]([CH3:24])([CH3:23])[CH3:22])=[O:19])[CH2:14]2)[C:5]2[N:6]([CH:26]=[N:10][CH:9]=2)[C:7]=1[Cl:8], predict the reactants needed to synthesize it. The reactants are: [Br:1][C:2]1[CH:3]=[C:4]([O:11][CH2:12][C@@H:13]2[CH2:17][CH2:16][N:15]([C:18]([O:20][C:21]([CH3:24])([CH3:23])[CH3:22])=[O:19])[CH2:14]2)[C:5]([C:9]#[N:10])=[N:6][C:7]=1[Cl:8].[H-].[CH2:26]([Al+]CC(C)C)C(C)C.C(OC(=O)C)=O.P(Cl)(Cl)(Cl)=O.C(N(CC)CC)C.